This data is from Reaction yield outcomes from USPTO patents with 853,638 reactions. The task is: Predict the reaction yield, written as a fraction of the theoretical maximum amount of product (1.0 means a 100% yield; for example, 0.34 means a 34% yield). (1) The reactants are C[Mg]Cl.[Cl:4][CH2:5][CH2:6][CH2:7][CH2:8][C:9]#[CH:10].[CH:11](OCC)([O:15][CH2:16][CH3:17])[O:12][CH2:13][CH3:14].[Cl-].[NH4+]. The catalyst is O1CCCC1.C1(C)C=CC=CC=1.O.C(O)(=O)C. The product is [Cl:4][CH2:5][CH2:6][CH2:7][CH2:8][C:9]#[C:10][CH:11]([O:15][CH2:16][CH3:17])[O:12][CH2:13][CH3:14]. The yield is 0.610. (2) The reactants are C1(P(C2C=CC=CC=2)C2C=CC=CC=2)C=CC=CC=1.N(C(OCC)=O)=NC(OCC)=O.[C:32]([O:36][CH2:37][CH2:38][OH:39])([CH3:35])([CH3:34])[CH3:33].O[C:41]1[CH:42]=[C:43]2[C:47](=[CH:48][CH:49]=1)[NH:46][CH:45]=[CH:44]2. The catalyst is C(Cl)Cl.O. The product is [C:32]([O:36][CH2:37][CH2:38][O:39][C:41]1[CH:42]=[C:43]2[C:47](=[CH:48][CH:49]=1)[NH:46][CH:45]=[CH:44]2)([CH3:35])([CH3:34])[CH3:33]. The yield is 0.360. (3) The catalyst is CO. The yield is 0.865. The reactants are [OH:1][C:2]1[CH:11]=[CH:10][C:5]([C:6]([O:8][CH3:9])=[O:7])=[CH:4][C:3]=1[O:12][CH3:13].Br[CH2:15][CH2:16][CH2:17][Cl:18].C(=O)([O-])[O-].[K+].[K+]. The product is [Cl:18][CH2:17][CH2:16][CH2:15][O:1][C:2]1[CH:11]=[CH:10][C:5]([C:6]([O:8][CH3:9])=[O:7])=[CH:4][C:3]=1[O:12][CH3:13].